This data is from Reaction yield outcomes from USPTO patents with 853,638 reactions. The task is: Predict the reaction yield, written as a fraction of the theoretical maximum amount of product (1.0 means a 100% yield; for example, 0.34 means a 34% yield). (1) The reactants are O=P(Cl)(Cl)Cl.O1C2C=CC([C:15]3([C:18]([NH:20][C:21]4[CH:22]=[C:23]5[C:27](=[CH:28][CH:29]=4)[NH:26][C:25]([C:30]([CH3:33])([CH3:32])[CH3:31])=[CH:24]5)=[O:19])[CH2:17][CH2:16]3)=CC=2OC1.CN([CH:37]=[O:38])C. No catalyst specified. The product is [C:30]([C:25]1[NH:26][C:27]2[C:23]([C:24]=1[CH:37]=[O:38])=[CH:22][C:21]([NH:20][C:18]([CH:15]1[CH2:17][CH2:16]1)=[O:19])=[CH:29][CH:28]=2)([CH3:33])([CH3:32])[CH3:31]. The yield is 0.610. (2) The reactants are Cl.[F:2][C:3]1([F:8])[CH2:7][CH2:6][NH:5][CH2:4]1.CCN(C(C)C)C(C)C.Cl[CH2:19][CH2:20][S:21](Cl)(=[O:23])=[O:22]. The catalyst is CC#N.CCOCC. The product is [F:2][C:3]1([F:8])[CH2:7][CH2:6][N:5]([S:21]([CH:20]=[CH2:19])(=[O:23])=[O:22])[CH2:4]1. The yield is 0.270.